Dataset: NCI-60 drug combinations with 297,098 pairs across 59 cell lines. Task: Regression. Given two drug SMILES strings and cell line genomic features, predict the synergy score measuring deviation from expected non-interaction effect. Drug 1: CC1OCC2C(O1)C(C(C(O2)OC3C4COC(=O)C4C(C5=CC6=C(C=C35)OCO6)C7=CC(=C(C(=C7)OC)O)OC)O)O. Drug 2: C1=CC(=CC=C1CC(C(=O)O)N)N(CCCl)CCCl.Cl. Cell line: NCIH23. Synergy scores: CSS=58.4, Synergy_ZIP=0.222, Synergy_Bliss=2.28, Synergy_Loewe=-12.1, Synergy_HSA=4.20.